This data is from Catalyst prediction with 721,799 reactions and 888 catalyst types from USPTO. The task is: Predict which catalyst facilitates the given reaction. (1) Reactant: C(O)(C(F)(F)F)=O.[CH3:8][C:9]1[CH:10]=[C:11]([C:15]2[O:19][N:18]=[C:17]([C@H:20]3[CH2:25][C@@H:24]4[C@@H:22]([CH2:23]4)[N:21]3C(OC(C)(C)C)=O)[CH:16]=2)[CH:12]=[CH:13][CH:14]=1. Product: [CH3:8][C:9]1[CH:10]=[C:11]([C:15]2[O:19][N:18]=[C:17]([C@H:20]3[CH2:25][C@@H:24]4[C@@H:22]([CH2:23]4)[NH:21]3)[CH:16]=2)[CH:12]=[CH:13][CH:14]=1. The catalyst class is: 4. (2) Reactant: [Cl:1][C:2]1[C:7]([C:8]([O:10][CH3:11])=[O:9])=[C:6]([NH:12]CC2C=CC(OC)=CC=2)[C:5]([N+:22]([O-:24])=[O:23])=[CH:4][CH:3]=1.C(O)(C(F)(F)F)=O.C([O-])(O)=O.[Na+]. Product: [NH2:12][C:6]1[C:5]([N+:22]([O-:24])=[O:23])=[CH:4][CH:3]=[C:2]([Cl:1])[C:7]=1[C:8]([O:10][CH3:11])=[O:9]. The catalyst class is: 161. (3) Reactant: [Cl:1][CH2:2][C:3](Cl)=[O:4].[C:6]1([C@H:12]2[C:21]3[C:16](=[CH:17][CH:18]=[CH:19][CH:20]=3)[CH2:15][CH2:14][NH:13]2)[CH:11]=[CH:10][CH:9]=[CH:8][CH:7]=1.C(=O)([O-])O.[Na+]. Product: [Cl:1][CH2:2][C:3]([N:13]1[CH2:14][CH2:15][C:16]2[C:21](=[CH:20][CH:19]=[CH:18][CH:17]=2)[C@@H:12]1[C:6]1[CH:7]=[CH:8][CH:9]=[CH:10][CH:11]=1)=[O:4]. The catalyst class is: 161.